From a dataset of Full USPTO retrosynthesis dataset with 1.9M reactions from patents (1976-2016). Predict the reactants needed to synthesize the given product. (1) Given the product [Br:50][CH2:44][CH2:43][CH:40]1[CH2:41][CH2:42][N:37]([C:28]2[C:27]([NH:26][C:24](=[O:25])[C:23]3[CH:46]=[CH:47][CH:48]=[C:21]([Cl:20])[CH:22]=3)=[CH:32][C:31]([S:33]([CH3:36])(=[O:35])=[O:34])=[CH:30][N:29]=2)[CH2:38][CH2:39]1, predict the reactants needed to synthesize it. The reactants are: C1(P(C2C=CC=CC=2)C2C=CC=CC=2)C=CC=CC=1.[Cl:20][C:21]1[CH:22]=[C:23]([CH:46]=[CH:47][CH:48]=1)[C:24]([NH:26][C:27]1[C:28]([N:37]2[CH2:42][CH2:41][CH:40]([CH2:43][CH2:44]O)[CH2:39][CH2:38]2)=[N:29][CH:30]=[C:31]([S:33]([CH3:36])(=[O:35])=[O:34])[CH:32]=1)=[O:25].C(Br)(Br)(Br)[Br:50]. (2) Given the product [K+:26].[Br:1][C:2]1[CH:3]=[CH:4][C:5]([CH:8]([C:19]2[CH:24]=[CH:23][CH:22]=[CH:21][N:20]=2)[O:9][CH:10]([CH2:15][CH:16]([CH3:18])[CH3:17])[C:11]([O-:13])=[O:12])=[CH:6][CH:7]=1, predict the reactants needed to synthesize it. The reactants are: [Br:1][C:2]1[CH:7]=[CH:6][C:5]([CH:8]([C:19]2[CH:24]=[CH:23][CH:22]=[CH:21][N:20]=2)[O:9][CH:10]([CH2:15][CH:16]([CH3:18])[CH3:17])[C:11]([O:13]C)=[O:12])=[CH:4][CH:3]=1.[OH-].[K+:26]. (3) Given the product [F:34][CH:2]([P:20](=[O:27])([O:24][CH2:25][CH3:26])[O:21][CH2:22][CH3:23])[C:3]1[CH:8]=[CH:7][CH:6]=[C:5]([O:9][C:10]2[CH:15]=[CH:14][C:13]([C:16]([F:19])([F:18])[F:17])=[CH:12][N:11]=2)[CH:4]=1, predict the reactants needed to synthesize it. The reactants are: O[CH:2]([P:20](=[O:27])([O:24][CH2:25][CH3:26])[O:21][CH2:22][CH3:23])[C:3]1[CH:8]=[CH:7][CH:6]=[C:5]([O:9][C:10]2[CH:15]=[CH:14][C:13]([C:16]([F:19])([F:18])[F:17])=[CH:12][N:11]=2)[CH:4]=1.CCN(S(F)(F)[F:34])CC. (4) The reactants are: Cl[C:2]1[N:7]=[C:6]([Cl:8])[N:5]=[C:4]([N:9]2[CH2:14][CH2:13][O:12][CH2:11][CH2:10]2)[N:3]=1.[F:15][CH:16]([F:26])[C:17]1[NH:18][C:19]2[CH:25]=[CH:24][CH:23]=[CH:22][C:20]=2[N:21]=1.C(=O)([O-])[O-].[K+].[K+].CN(C=O)C. Given the product [Cl:8][C:6]1[N:5]=[C:4]([N:9]2[CH2:14][CH2:13][O:12][CH2:11][CH2:10]2)[N:3]=[C:2]([N:18]2[C:19]3[CH:25]=[CH:24][CH:23]=[CH:22][C:20]=3[N:21]=[C:17]2[CH:16]([F:15])[F:26])[N:7]=1, predict the reactants needed to synthesize it. (5) Given the product [F:1][C:2]1[CH:3]=[C:4]2[C:13](=[CH:14][CH:15]=1)[C:12]1[CH:11]=[CH:10][CH:9]=[CH:8][C:7]=1[N:6]([S:16]([C:19]1[CH:20]=[CH:21][C:22]([OH:25])=[CH:23][CH:24]=1)(=[O:18])=[O:17])[C@H:5]2[CH3:27], predict the reactants needed to synthesize it. The reactants are: [F:1][C:2]1[CH:3]=[C:4]2[C:13](=[CH:14][CH:15]=1)[C:12]1[CH:11]=[CH:10][CH:9]=[CH:8][C:7]=1[N:6]([S:16]([C:19]1[CH:24]=[CH:23][C:22]([O:25]C)=[CH:21][CH:20]=1)(=[O:18])=[O:17])[C@H:5]2[CH3:27].C1CCCCC=1.B(Br)(Br)Br.